This data is from Catalyst prediction with 721,799 reactions and 888 catalyst types from USPTO. The task is: Predict which catalyst facilitates the given reaction. (1) Reactant: [CH3:1][O:2][C:3]([C:5]1[CH:14]=[CH:13][C:12]2[C:7](=[CH:8][CH:9]=[C:10]([OH:15])[CH:11]=2)[CH:6]=1)=[O:4].[N:16]1([CH2:22][CH2:23][CH2:24]O)[CH2:21][CH2:20][CH2:19][CH2:18][CH2:17]1.N(C(N1CCCCC1)=O)=NC(N1CCCCC1)=O.C(P(CCCC)CCCC)CCC. Product: [CH3:1][O:2][C:3]([C:5]1[CH:14]=[CH:13][C:12]2[C:7](=[CH:8][CH:9]=[C:10]([O:15][CH2:24][CH2:23][CH2:22][N:16]3[CH2:21][CH2:20][CH2:19][CH2:18][CH2:17]3)[CH:11]=2)[CH:6]=1)=[O:4]. The catalyst class is: 1. (2) Reactant: Cl[C:2]1[C:3]2[C:4](=[CH:21][N:22](CC3C=CC(OC)=CC=3)[N:23]=2)[N:5]=[C:6]([C:8]2[CH:9]=[C:10]([CH:18]=[CH:19][CH:20]=2)[O:11][CH2:12][CH2:13][CH2:14][N:15]([CH3:17])[CH3:16])[N:7]=1.[CH3:33][N:34]1[CH2:39][CH2:38][N:37]([C:40]2[CH:46]=[CH:45][C:43]([NH2:44])=[CH:42][CH:41]=2)[CH2:36][CH2:35]1.Cl. Product: [CH3:17][N:15]([CH3:16])[CH2:14][CH2:13][CH2:12][O:11][C:10]1[CH:9]=[C:8]([C:6]2[N:7]=[C:2]([NH:44][C:43]3[CH:42]=[CH:41][C:40]([N:37]4[CH2:36][CH2:35][N:34]([CH3:33])[CH2:39][CH2:38]4)=[CH:46][CH:45]=3)[C:3]3[NH:23][N:22]=[CH:21][C:4]=3[N:5]=2)[CH:20]=[CH:19][CH:18]=1. The catalyst class is: 71.